This data is from Full USPTO retrosynthesis dataset with 1.9M reactions from patents (1976-2016). The task is: Predict the reactants needed to synthesize the given product. (1) Given the product [C:22]([CH:21]([N:10]1[CH2:11][CH2:12][CH:13]([CH3:20])[N:14]([C:15](=[O:19])[CH2:16][N:17]([CH3:18])[C:37](=[O:45])[C:38]2[CH:43]=[CH:42][CH:41]=[N:40][CH:39]=2)[CH:8]([C:4]2[CH:5]=[CH:6][CH:7]=[C:2]([Cl:1])[CH:3]=2)[C:9]1=[O:36])[CH2:25][C:26]1[C:35]2[C:30](=[CH:31][CH:32]=[CH:33][CH:34]=2)[CH:29]=[CH:28][CH:27]=1)(=[O:23])[NH2:24], predict the reactants needed to synthesize it. The reactants are: [Cl:1][C:2]1[CH:3]=[C:4]([CH:8]2[N:14]([C:15](=[O:19])[CH2:16][NH:17][CH3:18])[CH:13]([CH3:20])[CH2:12][CH2:11][N:10]([CH:21]([CH2:25][C:26]3[C:35]4[C:30](=[CH:31][CH:32]=[CH:33][CH:34]=4)[CH:29]=[CH:28][CH:27]=3)[C:22]([NH2:24])=[O:23])[C:9]2=[O:36])[CH:5]=[CH:6][CH:7]=1.[C:37]([OH:45])(=O)[C:38]1[CH:43]=[CH:42][CH:41]=[N:40][CH:39]=1.C1N=CN(C(N2C=NC=C2)=O)C=1. (2) Given the product [CH3:22][C:23]1[CH:24]=[C:25]([C:29]2[C:30]([C:35]([N:3]3[CH2:4][C@H:5]4[C@H:1]([CH2:8][CH2:7][CH2:6]4)[C@H:2]3[CH2:9][NH:10][C:11]([C:13]3[N:20]4[C:16]([S:17][CH:18]=[CH:19]4)=[N:15][C:14]=3[CH3:21])=[O:12])=[O:36])=[CH:31][CH:32]=[CH:33][CH:34]=2)[CH:26]=[CH:27][CH:28]=1, predict the reactants needed to synthesize it. The reactants are: [C@H:1]12[CH2:8][CH2:7][CH2:6][C@H:5]1[CH2:4][NH:3][C@@H:2]2[CH2:9][NH:10][C:11]([C:13]1[N:20]2[C:16]([S:17][CH:18]=[CH:19]2)=[N:15][C:14]=1[CH3:21])=[O:12].[CH3:22][C:23]1[CH:24]=[C:25]([C:29]2[C:30]([C:35](O)=[O:36])=[CH:31][CH:32]=[CH:33][CH:34]=2)[CH:26]=[CH:27][CH:28]=1. (3) Given the product [CH3:1][C:2]1([CH3:22])[C:7]2[CH:8]=[C:9]([C:12]3[N:17]=[C:16]([CH2:18][C:19]#[N:20])[CH:15]=[CH:14][CH:13]=3)[CH:10]=[CH:11][C:6]=2[NH:5][C:4](=[S:32])[O:3]1, predict the reactants needed to synthesize it. The reactants are: [CH3:1][C:2]1([CH3:22])[C:7]2[CH:8]=[C:9]([C:12]3[N:17]=[C:16]([CH2:18][C:19]#[N:20])[CH:15]=[CH:14][CH:13]=3)[CH:10]=[CH:11][C:6]=2[NH:5][C:4](=O)[O:3]1.COC1C=CC(P2(SP(C3C=CC(OC)=CC=3)(=S)S2)=[S:32])=CC=1.